This data is from Full USPTO retrosynthesis dataset with 1.9M reactions from patents (1976-2016). The task is: Predict the reactants needed to synthesize the given product. (1) Given the product [F:1][C:2]1[CH:3]=[C:4]([CH:8]=[C:9]([OH:11])[CH:10]=1)[C:5]([NH:17][CH3:15])=[O:6], predict the reactants needed to synthesize it. The reactants are: [F:1][C:2]1[CH:3]=[C:4]([CH:8]=[C:9]([OH:11])[CH:10]=1)[C:5](O)=[O:6].[Cl-].C[NH3+].[CH2:15]([N:17](CC)CC)C.C1(N=C=NC2CCCCC2)CCCCC1. (2) Given the product [CH:1]1([CH2:6][C@@H:7]([C:20]([NH:22][NH:23][C:24]2[C:29]([F:30])=[C:28]([N:31]3[CH2:32][CH2:33][N:34]([CH2:37][CH3:38])[CH2:35][CH2:36]3)[N:27]=[C:26]([O:39][CH3:40])[N:25]=2)=[O:21])[CH2:8][N:9]([OH:12])[CH:10]=[O:11])[CH2:5][CH2:4][CH2:3][CH2:2]1, predict the reactants needed to synthesize it. The reactants are: [CH:1]1([CH2:6][C@@H:7]([C:20]([NH:22][NH:23][C:24]2[C:29]([F:30])=[C:28]([N:31]3[CH2:36][CH2:35][N:34]([CH2:37][CH3:38])[CH2:33][CH2:32]3)[N:27]=[C:26]([O:39][CH3:40])[N:25]=2)=[O:21])[CH2:8][N:9]([O:12]CC2C=CC=CC=2)[CH:10]=[O:11])[CH2:5][CH2:4][CH2:3][CH2:2]1. (3) Given the product [OH:35][CH2:34][CH2:33][NH:32][C:23](=[O:24])[C:22]1[CH:26]=[CH:27][CH:28]=[C:20]([C:18]2[CH:19]=[C:14]([NH:13][C:11]3[CH:10]=[CH:9][CH:8]=[C:7]([N:3]4[CH2:4][CH2:5][CH2:6][CH:2]4[CH3:1])[N:12]=3)[C:15]3[N:16]([CH:29]=[CH:30][N:31]=3)[N:17]=2)[CH:21]=1, predict the reactants needed to synthesize it. The reactants are: [CH3:1][CH:2]1[CH2:6][CH2:5][CH2:4][N:3]1[C:7]1[N:12]=[C:11]([NH:13][C:14]2[C:15]3[N:16]([CH:29]=[CH:30][N:31]=3)[N:17]=[C:18]([C:20]3[CH:21]=[C:22]([CH:26]=[CH:27][CH:28]=3)[C:23](O)=[O:24])[CH:19]=2)[CH:10]=[CH:9][CH:8]=1.[NH2:32][CH2:33][CH2:34][OH:35].CN1C=CN=C1.CCN=C=NCCCN(C)C. (4) The reactants are: [N:1]1([N:9]2[CH2:14][CH2:13][CH2:12][CH2:11][CH2:10]2)[CH2:6][CH2:5][C:4](=O)[CH2:3][C:2]1=[O:8].[Cl:15][C:16]1[CH:21]=[C:20]([Cl:22])[CH:19]=[CH:18][C:17]=1[NH:23][CH2:24][C:25](=O)[CH3:26].CC1C=CC(S(O)(=O)=O)=CC=1. Given the product [Cl:15][C:16]1[CH:21]=[C:20]([Cl:22])[CH:19]=[CH:18][C:17]=1[N:23]1[C:4]2[CH2:5][CH2:6][N:1]([N:9]3[CH2:14][CH2:13][CH2:12][CH2:11][CH2:10]3)[C:2](=[O:8])[C:3]=2[C:25]([CH3:26])=[CH:24]1, predict the reactants needed to synthesize it. (5) Given the product [Cl:1][C:2]1[CH:3]=[C:4]([NH:9][C:17](=[O:19])[CH3:18])[CH:5]=[CH:6][C:7]=1[CH3:8], predict the reactants needed to synthesize it. The reactants are: [Cl:1][C:2]1[CH:3]=[C:4]([NH2:9])[CH:5]=[CH:6][C:7]=1[CH3:8].CCN(CC)CC.[C:17](OC(=O)C)(=[O:19])[CH3:18]. (6) Given the product [CH3:23][O:22][C:19]1[CH:20]=[CH:21][C:16]([O:15][C:13]([N:9]2[CH2:10][CH2:11][N:6]([CH:3]([CH2:4][CH3:5])[CH2:1][CH3:2])[CH2:7][CH2:8]2)=[O:14])=[CH:17][CH:18]=1, predict the reactants needed to synthesize it. The reactants are: [CH2:1]([CH:3]([N:6]1[CH2:11][CH2:10][NH:9][CH2:8][CH2:7]1)[CH2:4][CH3:5])[CH3:2].Cl[C:13]([O:15][C:16]1[CH:21]=[CH:20][C:19]([O:22][CH3:23])=[CH:18][CH:17]=1)=[O:14].